From a dataset of Catalyst prediction with 721,799 reactions and 888 catalyst types from USPTO. Predict which catalyst facilitates the given reaction. (1) Reactant: [F:1][C:2]1[CH:3]=[C:4]2[C:9](=[CH:10][CH:11]=1)[CH:8]([C:12]1[CH:17]=[CH:16][C:15]([C:18]([F:21])([F:20])[F:19])=[CH:14][CH:13]=1)[NH:7][CH2:6][CH2:5]2.C(N(C(C)C)CC)(C)C.[F:31][C:32]1[CH:37]=[CH:36][C:35]([N:38]=[C:39]=[O:40])=[CH:34][CH:33]=1. Product: [F:1][C:2]1[CH:3]=[C:4]2[C:9](=[CH:10][CH:11]=1)[CH:8]([C:12]1[CH:17]=[CH:16][C:15]([C:18]([F:19])([F:21])[F:20])=[CH:14][CH:13]=1)[N:7]([C:39]([NH:38][C:35]1[CH:36]=[CH:37][C:32]([F:31])=[CH:33][CH:34]=1)=[O:40])[CH2:6][CH2:5]2. The catalyst class is: 4. (2) Reactant: [OH:1][CH:2]1[CH2:7][CH2:6][N:5]([C:8]2[N:13]=[N:12][C:11]([C:14]3[CH:15]=[N:16][CH:17]=[C:18]([CH:24]=3)[C:19]([O:21][CH2:22][CH3:23])=[O:20])=[CH:10][CH:9]=2)[CH2:4][CH2:3]1.[Br:25][C:26]1[CH:27]=[C:28](O)[CH:29]=[CH:30][CH:31]=1.N(C(OCC)=O)=NC(OCC)=O.C1(P(C2C=CC=CC=2)C2C=CC=CC=2)C=CC=CC=1. Product: [Br:25][C:26]1[CH:31]=[C:30]([CH:29]=[CH:28][CH:27]=1)[O:1][CH:2]1[CH2:7][CH2:6][N:5]([C:8]2[N:13]=[N:12][C:11]([C:14]3[CH:15]=[N:16][CH:17]=[C:18]([CH:24]=3)[C:19]([O:21][CH2:22][CH3:23])=[O:20])=[CH:10][CH:9]=2)[CH2:4][CH2:3]1. The catalyst class is: 1. (3) Reactant: [CH3:1][O:2][C:3](=[O:55])[C@@H:4]([NH:20][C:21]([C@@H:23]1[CH2:36][C:35]2[CH:34]=[C:33]3[C:28]([O:29][C@H:30]([C:39]4[CH:44]=[CH:43][C:42]([OH:45])=[CH:41][CH:40]=4)[C:31](=[O:38])[N:32]3[CH3:37])=[CH:27][C:26]=2[CH2:25][N:24]1[C@@H:46]([C:49]1[CH:54]=[CH:53][CH:52]=[CH:51][CH:50]=1)[CH2:47][CH3:48])=[O:22])[CH2:5][C:6]1[CH:11]=[CH:10][C:9]([C:12]2[CH:17]=[CH:16][C:15]([C:18]#[N:19])=[CH:14][CH:13]=2)=[CH:8][CH:7]=1.[Cl:56][C:57]1[CH:58]=[C:59]([CH:62]=[CH:63][C:64]=1[Cl:65])[CH2:60]Br.C(=O)([O-])[O-].[K+].[K+].C(=O)(O)[O-].[Na+]. Product: [CH3:1][O:2][C:3](=[O:55])[C@@H:4]([NH:20][C:21]([C@@H:23]1[CH2:36][C:35]2[CH:34]=[C:33]3[C:28]([O:29][C@H:30]([C:39]4[CH:40]=[CH:41][C:42]([O:45][CH2:60][C:59]5[CH:62]=[CH:63][C:64]([Cl:65])=[C:57]([Cl:56])[CH:58]=5)=[CH:43][CH:44]=4)[C:31](=[O:38])[N:32]3[CH3:37])=[CH:27][C:26]=2[CH2:25][N:24]1[C@@H:46]([C:49]1[CH:50]=[CH:51][CH:52]=[CH:53][CH:54]=1)[CH2:47][CH3:48])=[O:22])[CH2:5][C:6]1[CH:11]=[CH:10][C:9]([C:12]2[CH:13]=[CH:14][C:15]([C:18]#[N:19])=[CH:16][CH:17]=2)=[CH:8][CH:7]=1. The catalyst class is: 3. (4) Reactant: [Cl-:1].[CH3:2][O:3][CH2:4][P+](C1C=CC=CC=1)(C1C=CC=CC=1)C1C=CC=CC=1.[CH3:24][Si](C)(C)[N-][Si](C)(C)C.[Li+].[CH2:34]([O:36][C:37]([C:39]1[N:40]=[C:41]([C:53]2[CH:58]=[CH:57][C:56]([Cl:59])=[CH:55][CH:54]=2)[N:42]([C:46]2[CH:51]=[CH:50][CH:49]=[CH:48][C:47]=2Cl)[C:43]=1C=O)=[O:38])[CH3:35]. Product: [CH2:34]([O:36][C:37]([C:39]1[N:40]=[C:41]([C:53]2[CH:58]=[CH:57][C:56]([Cl:59])=[CH:55][CH:54]=2)[N:42]([C:46]2[CH:47]=[CH:48][CH:49]=[CH:50][C:51]=2[Cl:1])[C:43]=1[CH:24]=[CH:4][O:3][CH3:2])=[O:38])[CH3:35]. The catalyst class is: 1.